From a dataset of Full USPTO retrosynthesis dataset with 1.9M reactions from patents (1976-2016). Predict the reactants needed to synthesize the given product. (1) Given the product [C:55]([C:58]1([C:64]2[CH:69]=[CH:68][CH:67]=[CH:66][CH:65]=2)[CH2:59][CH2:60][N:61]([C:10](=[O:12])[CH2:9][CH2:8][CH2:7][C:1]2[CH:2]=[CH:3][CH:4]=[CH:5][CH:6]=2)[CH2:62][CH2:63]1)(=[O:57])[CH3:56], predict the reactants needed to synthesize it. The reactants are: [C:1]1([CH2:7][CH2:8][CH2:9][C:10]([OH:12])=O)[CH:6]=[CH:5][CH:4]=[CH:3][CH:2]=1.C1C=CC2N(O)N=NC=2C=1.CN(C(ON1N=NC2C=CC=CC1=2)=[N+](C)C)C.F[P-](F)(F)(F)(F)F.C(N(CC)CC)C.Cl.[C:55]([C:58]1([C:64]2[CH:69]=[CH:68][CH:67]=[CH:66][CH:65]=2)[CH2:63][CH2:62][NH:61][CH2:60][CH2:59]1)(=[O:57])[CH3:56]. (2) The reactants are: [CH3:1][C:2]1[CH:3]=[N:4][C:5]([C:8]([OH:10])=O)=[N:6][CH:7]=1.[C:11]1([N:20]2[CH2:24][CH2:23][C@H:22]([NH2:25])[CH2:21]2)[C:12]2[N:13]([CH:17]=[CH:18][CH:19]=2)[CH:14]=[CH:15][N:16]=1.C(N(CC)CC)C.CN(C(ON1N=NC2C=CC=NC1=2)=[N+](C)C)C.F[P-](F)(F)(F)(F)F. Given the product [CH3:1][C:2]1[CH:7]=[N:6][C:5]([C:8]([NH:25][C@H:22]2[CH2:23][CH2:24][N:20]([C:11]3[C:12]4[N:13]([CH:17]=[CH:18][CH:19]=4)[CH:14]=[CH:15][N:16]=3)[CH2:21]2)=[O:10])=[N:4][CH:3]=1, predict the reactants needed to synthesize it.